This data is from Full USPTO retrosynthesis dataset with 1.9M reactions from patents (1976-2016). The task is: Predict the reactants needed to synthesize the given product. (1) Given the product [C:9]([O:13][C:14](=[O:15])[NH:16][CH2:17][CH2:18][C:19](=[O:20])[NH:6][C:5]1[CH:7]=[CH:8][C:2]([I:1])=[CH:3][CH:4]=1)([CH3:12])([CH3:10])[CH3:11], predict the reactants needed to synthesize it. The reactants are: [I:1][C:2]1[CH:8]=[CH:7][C:5]([NH2:6])=[CH:4][CH:3]=1.[C:9]([O:13][C:14]([NH:16][CH2:17][CH2:18][C:19](O)=[O:20])=[O:15])([CH3:12])([CH3:11])[CH3:10].Cl.CN(C)CCCN=C=NCC.ON1C2N=CC=CC=2N=N1. (2) The reactants are: [Cl:1][C:2]1[C:3]([O:16][C:17]2[CH:18]=[N:19][C:20]([O:24][CH2:25][CH:26]([CH3:28])[CH3:27])=[C:21]([Cl:23])[CH:22]=2)=[CH:4][C:5]([F:15])=[C:6]([CH:14]=1)[C:7]([O:9]C(C)(C)C)=[O:8].FC(F)(F)C(O)=O. Given the product [Cl:1][C:2]1[C:3]([O:16][C:17]2[CH:18]=[N:19][C:20]([O:24][CH2:25][CH:26]([CH3:28])[CH3:27])=[C:21]([Cl:23])[CH:22]=2)=[CH:4][C:5]([F:15])=[C:6]([CH:14]=1)[C:7]([OH:9])=[O:8], predict the reactants needed to synthesize it. (3) Given the product [CH2:12]([O:1][CH:2]1[O:6][C@H:5]2[CH2:7][C:8]([CH:10]=[O:11])=[CH:9][C@H:4]2[CH2:3]1)[C:13]1[CH:18]=[CH:17][CH:16]=[CH:15][CH:14]=1, predict the reactants needed to synthesize it. The reactants are: [OH:1][CH:2]1[O:6][C@H:5]2[CH2:7][C:8]([CH:10]=[O:11])=[CH:9][C@H:4]2[CH2:3]1.[CH2:12](O)[C:13]1[CH:18]=[CH:17][CH:16]=[CH:15][CH:14]=1.[O-]S([O-])(=O)=O.[Mg+2]. (4) Given the product [NH2:13][C:12]1[C:8]([N:6]2[CH2:7][C@@H:3]([N:2]([CH3:1])[CH3:18])[CH2:4][C:5]2=[O:17])=[N:9][N:10]([CH3:16])[CH:11]=1, predict the reactants needed to synthesize it. The reactants are: [CH3:1][N:2]([CH3:18])[C@@H:3]1[CH2:7][N:6]([C:8]2[C:12]([N+:13]([O-])=O)=[CH:11][N:10]([CH3:16])[N:9]=2)[C:5](=[O:17])[CH2:4]1. (5) Given the product [C:12]1([C:3]2[CH:4]=[N:5][C:6]3[N:7]([CH:9]=[CH:10][N:11]=3)[CH:8]=2)[CH:17]=[CH:16][CH:15]=[CH:14][CH:13]=1, predict the reactants needed to synthesize it. The reactants are: Br.Br[C:3]1[CH:4]=[N:5][C:6]2[N:7]([CH:9]=[CH:10][NH+:11]=2)[CH:8]=1.[C:12]1(B(O)O)[CH:17]=[CH:16][CH:15]=[CH:14][CH:13]=1.C(=O)([O-])[O-].[Na+].[Na+].